This data is from Full USPTO retrosynthesis dataset with 1.9M reactions from patents (1976-2016). The task is: Predict the reactants needed to synthesize the given product. (1) Given the product [CH2:1]([C:8]1[S:9][C:10]2[N:11]=[CH:12][N:13]=[C:14]([NH:27][C:23]3[CH:22]=[C:21]4[C:26](=[CH:25][CH:24]=3)[NH:18][N:19]=[CH:20]4)[C:15]=2[N:16]=1)[C:2]1[CH:7]=[CH:6][CH:5]=[CH:4][CH:3]=1, predict the reactants needed to synthesize it. The reactants are: [CH2:1]([C:8]1[S:9][C:10]2[N:11]=[CH:12][N:13]=[C:14](Cl)[C:15]=2[N:16]=1)[C:2]1[CH:7]=[CH:6][CH:5]=[CH:4][CH:3]=1.[NH:18]1[C:26]2[C:21](=[CH:22][C:23]([NH2:27])=[CH:24][CH:25]=2)[CH:20]=[N:19]1. (2) Given the product [CH3:12][O:13][C:14](=[O:28])[C:15]1[CH:20]=[CH:19][C:18]([N:21]2[C:2]3=[N:3][CH:4]=[C:5]([CH3:11])[CH:6]=[C:7]3[N:8]=[C:22]2[CH3:23])=[CH:17][C:16]=1[O:25][CH2:26][CH3:27], predict the reactants needed to synthesize it. The reactants are: Cl[C:2]1[C:7]([N+:8]([O-])=O)=[CH:6][C:5]([CH3:11])=[CH:4][N:3]=1.[CH3:12][O:13][C:14](=[O:28])[C:15]1[CH:20]=[CH:19][C:18]([NH:21][C:22](=O)[CH3:23])=[CH:17][C:16]=1[O:25][CH2:26][CH3:27]. (3) Given the product [Cl:1][C:2]1[C:7]([Cl:8])=[CH:6][N:5]=[C:4]([NH2:9])[C:3]=1[NH2:10], predict the reactants needed to synthesize it. The reactants are: [Cl:1][C:2]1[C:7]([Cl:8])=[CH:6][N:5]=[C:4]([NH2:9])[C:3]=1[N+:10]([O-])=O.[Cl-].[Cl-].[Ca+2]. (4) Given the product [C:1]1([O:11][CH2:19][CH2:20][OH:21])[C:10]2[C:5](=[CH:6][CH:7]=[CH:8][CH:9]=2)[CH:4]=[CH:3][CH:2]=1, predict the reactants needed to synthesize it. The reactants are: [C:1]1([OH:11])[C:10]2[C:5](=[CH:6][CH:7]=[CH:8][CH:9]=2)[CH:4]=[CH:3][CH:2]=1.C([O-])([O-])=O.[K+].[K+].Br[CH2:19][CH2:20][OH:21]. (5) Given the product [Cl:1][C:2]1[CH:3]=[CH:4][C:5]([C@H:8]([CH3:20])[C:9]([OH:10])=[O:21])=[CH:6][CH:7]=1, predict the reactants needed to synthesize it. The reactants are: [Cl:1][C:2]1[CH:7]=[CH:6][C:5]([C@H:8]([CH3:20])[C:9](N2[C@@H](C(C)C)COC2=O)=[O:10])=[CH:4][CH:3]=1.[OH:21]O.[Li+].[OH-]. (6) Given the product [Br:1][C:2]1[CH:3]=[C:4]([CH3:10])[C:5]([CH3:9])=[C:6]([F:21])[CH:8]=1, predict the reactants needed to synthesize it. The reactants are: [Br:1][C:2]1[CH:3]=[C:4]([CH3:10])[C:5]([CH3:9])=[C:6]([CH:8]=1)N.N([O-])=O.[Na+].N1C=CC=CC=1.[FH:21]. (7) Given the product [NH2:48][C:15]1[N:14]=[CH:13][C:12]([C:19]2[CH:20]=[C:21]3[C:25](=[CH:26][CH:27]=2)[N:24]([CH3:28])[N:23]=[CH:22]3)=[C:11]2[C:16]=1[CH:17]=[CH:18][C:9]([C:7]([N:5]1[CH2:4][CH:3]([O:2][CH3:1])[CH2:6]1)=[O:8])=[N:10]2, predict the reactants needed to synthesize it. The reactants are: [CH3:1][O:2][CH:3]1[CH2:6][N:5]([C:7]([C:9]2[CH:18]=[CH:17][C:16]3[C:11](=[C:12]([C:19]4[CH:20]=[C:21]5[C:25](=[CH:26][CH:27]=4)[N:24]([CH3:28])[N:23]=[CH:22]5)[CH:13]=[N:14][CH:15]=3)[N:10]=2)=[O:8])[CH2:4]1.C(OO)(=O)C.C1(C)C=CC(S(Cl)(=O)=O)=CC=1.C(C[NH2:48])O. (8) Given the product [CH3:25][C:20]1([CH3:26])[C:21]([CH3:24])([CH3:23])[O:22][B:18]([C:2]([CH2:4][O:5][CH2:6][CH:7]=[CH2:8])=[CH2:3])[O:19]1, predict the reactants needed to synthesize it. The reactants are: Br[C:2]([CH2:4][O:5][CH2:6][CH:7]=[CH2:8])=[CH2:3].[Li]C(C)(C)C.C(O[B:18]1[O:22][C:21]([CH3:24])([CH3:23])[C:20]([CH3:26])([CH3:25])[O:19]1)(C)C. (9) Given the product [CH2:12]([CH:14]([C:17]1[C:18]2[N:19]([C:24]([C:2]3[C:6]4[CH:7]=[N:8][CH:9]=[CH:10][C:5]=4[S:4][C:3]=3[CH3:11])=[C:25]([CH3:27])[N:26]=2)[N:20]=[C:21]([CH3:23])[CH:22]=1)[CH2:15][CH3:16])[CH3:13], predict the reactants needed to synthesize it. The reactants are: Br[C:2]1[C:6]2[CH:7]=[N:8][CH:9]=[CH:10][C:5]=2[S:4][C:3]=1[CH3:11].[CH2:12]([CH:14]([C:17]1[C:18]2[N:19]([C:24](I)=[C:25]([CH3:27])[N:26]=2)[N:20]=[C:21]([CH3:23])[CH:22]=1)[CH2:15][CH3:16])[CH3:13]. (10) Given the product [Cl:2][C:3]1[CH:4]=[CH:5][C:6]([O:14][CH3:15])=[C:7]([CH:13]=1)[C:8](=[N:12][C:38]#[N:37])[O:9][CH2:10][CH3:11], predict the reactants needed to synthesize it. The reactants are: Cl.[Cl:2][C:3]1[CH:4]=[CH:5][C:6]([O:14][CH3:15])=[C:7]([CH:13]=1)[C:8](=[NH:12])[O:9][CH2:10][CH3:11].O.OP([O-])(O)=O.[Na+].O.O.O.O.O.O.O.OP([O-])([O-])=O.[Na+].[Na+].[N:37]#[C:38]N.